From a dataset of Forward reaction prediction with 1.9M reactions from USPTO patents (1976-2016). Predict the product of the given reaction. The product is: [NH2:8][C:7]1[C:2]2[N:1]=[C:13]([C:15]3[CH:16]=[CH:17][C:18]([C:21]45[CH2:28][CH2:27][C:24]([CH2:29][C:30]([O:32][CH3:33])=[O:31])([CH2:25][CH2:26]4)[CH2:23][CH2:22]5)=[CH:19][CH:20]=3)[C:12]([CH3:35])([CH3:34])[O:9][C:3]=2[N:4]=[CH:5][N:6]=1. Given the reactants [NH2:1][C:2]1[C:3]([OH:9])=[N:4][CH:5]=[N:6][C:7]=1[NH2:8].Cl.Br[C:12]([CH3:35])([CH3:34])[C:13]([C:15]1[CH:20]=[CH:19][C:18]([C:21]23[CH2:28][CH2:27][C:24]([CH2:29][C:30]([O:32][CH3:33])=[O:31])([CH2:25][CH2:26]2)[CH2:23][CH2:22]3)=[CH:17][CH:16]=1)=O, predict the reaction product.